This data is from Peptide-MHC class I binding affinity with 185,985 pairs from IEDB/IMGT. The task is: Regression. Given a peptide amino acid sequence and an MHC pseudo amino acid sequence, predict their binding affinity value. This is MHC class I binding data. (1) The peptide sequence is VYFSPWFFL. The MHC is HLA-A03:01 with pseudo-sequence HLA-A03:01. The binding affinity (normalized) is 0.0847. (2) The binding affinity (normalized) is 0.0847. The MHC is HLA-B15:01 with pseudo-sequence HLA-B15:01. The peptide sequence is SLLHESTLK.